From a dataset of Full USPTO retrosynthesis dataset with 1.9M reactions from patents (1976-2016). Predict the reactants needed to synthesize the given product. (1) Given the product [CH2:1]([N:3]1[C:7]2[N:8]=[C:9]([C:18]3[CH:19]=[CH:20][C:21]([NH:24][C:25]([NH:27][C:28]4[CH:29]=[CH:30][C:31]([C:32]([N:45]5[CH2:46][CH2:47][CH:42]([N:37]6[CH2:41][CH2:40][CH2:39][CH2:38]6)[CH2:43][CH2:44]5)=[O:33])=[CH:35][CH:36]=4)=[O:26])=[CH:22][CH:23]=3)[N:10]=[C:11]([N:12]3[CH2:13][CH2:14][O:15][CH2:16][CH2:17]3)[C:6]=2[CH:5]=[CH:4]1)[CH3:2], predict the reactants needed to synthesize it. The reactants are: [CH2:1]([N:3]1[C:7]2[N:8]=[C:9]([C:18]3[CH:23]=[CH:22][C:21]([NH:24][C:25]([NH:27][C:28]4[CH:36]=[CH:35][C:31]([C:32](O)=[O:33])=[CH:30][CH:29]=4)=[O:26])=[CH:20][CH:19]=3)[N:10]=[C:11]([N:12]3[CH2:17][CH2:16][O:15][CH2:14][CH2:13]3)[C:6]=2[CH:5]=[CH:4]1)[CH3:2].[N:37]1([CH:42]2[CH2:47][CH2:46][NH:45][CH2:44][CH2:43]2)[CH2:41][CH2:40][CH2:39][CH2:38]1. (2) Given the product [CH3:1][O:2][C:3]1[CH:4]=[CH:5][C:6]([CH2:7][N:8]2[CH2:9][CH2:10][CH2:11][O:12][CH:23]([CH3:27])[C:24]2=[O:25])=[CH:13][CH:14]=1, predict the reactants needed to synthesize it. The reactants are: [CH3:1][O:2][C:3]1[CH:14]=[CH:13][C:6]([CH2:7][NH:8][CH2:9][CH2:10][CH2:11][OH:12])=[CH:5][CH:4]=1.C(N(CC)CC)C.Cl[CH:23]([CH3:27])[C:24](Cl)=[O:25].[OH-].[K+].